Dataset: Full USPTO retrosynthesis dataset with 1.9M reactions from patents (1976-2016). Task: Predict the reactants needed to synthesize the given product. The reactants are: [H-].[Na+].[N:3]1([CH:9]2[CH2:14][CH2:13][NH:12][CH2:11][CH2:10]2)[CH2:8][CH2:7][CH2:6][CH2:5][CH2:4]1.[CH3:15][O:16][C:17]1[CH:18]=[C:19]2[C:23](=[CH:24][C:25]=1[O:26][CH3:27])[N:22]([CH3:28])[CH:21]=[C:20]2[C:29]1[N:43]([S:44]([C:47]2[CH:52]=[CH:51][C:50]([CH3:53])=[CH:49][CH:48]=2)(=[O:46])=[O:45])[C:32]2=[N:33][CH:34]=[CH:35][C:36]([CH2:37]OS(C)(=O)=O)=[C:31]2[CH:30]=1. Given the product [CH3:15][O:16][C:17]1[CH:18]=[C:19]2[C:23](=[CH:24][C:25]=1[O:26][CH3:27])[N:22]([CH3:28])[CH:21]=[C:20]2[C:29]1[N:43]([S:44]([C:47]2[CH:48]=[CH:49][C:50]([CH3:53])=[CH:51][CH:52]=2)(=[O:46])=[O:45])[C:32]2=[N:33][CH:34]=[CH:35][C:36]([CH2:37][N:12]3[CH2:13][CH2:14][CH:9]([N:3]4[CH2:8][CH2:7][CH2:6][CH2:5][CH2:4]4)[CH2:10][CH2:11]3)=[C:31]2[CH:30]=1, predict the reactants needed to synthesize it.